Dataset: Forward reaction prediction with 1.9M reactions from USPTO patents (1976-2016). Task: Predict the product of the given reaction. The product is: [ClH:50].[CH3:1][N:2]([CH3:19])[C:3]([N:5]1[C:18]2[C:13](=[CH:14][CH:15]=[CH:16][CH:17]=2)[C:7]2([CH2:8][CH2:9][N:10]([CH:21]3[CH2:22][CH:23]4[N:28]([C:29]([O:31][C:32]([CH3:35])([CH3:34])[CH3:33])=[O:30])[CH:26]([CH2:25][CH2:24]4)[CH2:27]3)[CH2:11][CH2:12]2)[CH2:6]1)=[O:4]. Given the reactants [CH3:1][N:2]([CH3:19])[C:3]([N:5]1[C:18]2[C:13](=[CH:14][CH:15]=[CH:16][CH:17]=2)[C:7]2([CH2:12][CH2:11][NH:10][CH2:9][CH2:8]2)[CH2:6]1)=[O:4].O=[C:21]1[CH2:27][CH:26]2[N:28]([C:29]([O:31][C:32]([CH3:35])([CH3:34])[CH3:33])=[O:30])[CH:23]([CH2:24][CH2:25]2)[CH2:22]1.C(O[BH-](OC(=O)C)OC(=O)C)(=O)C.[Na+].[Cl:50]C(OCC)=O, predict the reaction product.